Dataset: Forward reaction prediction with 1.9M reactions from USPTO patents (1976-2016). Task: Predict the product of the given reaction. (1) Given the reactants [CH3:1][N:2]1[C:14]2[C:13]3[N:12]=[C:11](S(C)(=O)=O)[N:10]=[CH:9][C:8]=3[CH2:7][CH2:6][C:5]=2[C:4]([C:19]([NH2:21])=[O:20])=[N:3]1.[CH:22]1([NH2:28])[CH2:27][CH2:26][CH2:25][CH2:24][CH2:23]1, predict the reaction product. The product is: [CH:22]1([NH:28][C:11]2[N:10]=[CH:9][C:8]3[CH:7]=[CH:6][C:5]4[C:4]([C:19]([NH2:21])=[O:20])=[N:3][N:2]([CH3:1])[C:14]=4[C:13]=3[N:12]=2)[CH2:27][CH2:26][CH2:25][CH2:24][CH2:23]1.[CH:22]1([NH:28][C:11]2[N:10]=[CH:9][C:8]3[CH2:7][CH2:6][C:5]4[C:4]([C:19]([NH2:21])=[O:20])=[N:3][N:2]([CH3:1])[C:14]=4[C:13]=3[N:12]=2)[CH2:27][CH2:26][CH2:25][CH2:24][CH2:23]1. (2) Given the reactants [Br:1][CH2:2][C:3]([NH:5][C:6]1[CH:11]=[CH:10][CH:9]=[CH:8][C:7]=1[As:12](O)(=[O:14])[OH:13])=[O:4].[Na+].[I-], predict the reaction product. The product is: [Br:1][CH2:2][C:3]([NH:5][C:6]1[CH:11]=[CH:10][CH:9]=[CH:8][C:7]=1[As:12]([OH:14])[OH:13])=[O:4].